This data is from Full USPTO retrosynthesis dataset with 1.9M reactions from patents (1976-2016). The task is: Predict the reactants needed to synthesize the given product. (1) Given the product [N+:1]([C:4]1[CH:5]=[C:6]2[CH:11]=[CH:12][NH:10][C:7]2=[N:8][CH:9]=1)([O-:3])=[O:2], predict the reactants needed to synthesize it. The reactants are: [N+:1]([C:4]1[CH:5]=[C:6]([C:11]#[C:12][Si](C)(C)C)[C:7]([NH2:10])=[N:8][CH:9]=1)([O-:3])=[O:2].[OH-].[Na+]. (2) Given the product [Cl:2][C:3]1[CH:4]=[C:5]([CH:8]=[CH:9][C:10]=1[Cl:11])[CH2:6][C:22]1([OH:25])[CH2:21][CH2:20][N:19]([C:12]([O:14][C:15]([CH3:17])([CH3:16])[CH3:18])=[O:13])[CH2:24][CH2:23]1, predict the reactants needed to synthesize it. The reactants are: [Mg].[Cl:2][C:3]1[CH:4]=[C:5]([CH:8]=[CH:9][C:10]=1[Cl:11])[CH2:6]Cl.[C:12]([N:19]1[CH2:24][CH2:23][C:22](=[O:25])[CH2:21][CH2:20]1)([O:14][C:15]([CH3:18])([CH3:17])[CH3:16])=[O:13].